This data is from Reaction yield outcomes from USPTO patents with 853,638 reactions. The task is: Predict the reaction yield, written as a fraction of the theoretical maximum amount of product (1.0 means a 100% yield; for example, 0.34 means a 34% yield). (1) The reactants are C[O:2][C:3]1[C:11]2[O:10][C:9]([CH3:13])([CH3:12])[CH2:8][C:7]=2[C:6]([CH3:14])=[C:5]([N:15]2[CH2:20][CH2:19][N:18]([C:21]3[CH:26]=[CH:25][C:24]([CH3:27])=[CH:23][CH:22]=3)[CH2:17][CH2:16]2)[C:4]=1[CH3:28].Br.C(=O)([O-])O.[Na+]. The catalyst is C(O)(=O)C. The product is [CH3:12][C:9]1([CH3:13])[CH2:8][C:7]2[C:6]([CH3:14])=[C:5]([N:15]3[CH2:16][CH2:17][N:18]([C:21]4[CH:22]=[CH:23][C:24]([CH3:27])=[CH:25][CH:26]=4)[CH2:19][CH2:20]3)[C:4]([CH3:28])=[C:3]([OH:2])[C:11]=2[O:10]1. The yield is 0.160. (2) The reactants are [I:1][C:2]1[C:6]2=[N:7][CH:8]=[C:9]([C:11]([O:13][CH3:14])=[O:12])[CH:10]=[C:5]2[NH:4][N:3]=1.CCN(CC)CC.[Cl:22][C:23]1[CH:31]=[CH:30][CH:29]=[C:28]([C:32]([F:35])([F:34])[F:33])[C:24]=1[C:25](Cl)=[O:26].N#N. The catalyst is CN(C1C=CN=CC=1)C.C(Cl)Cl. The product is [Cl:22][C:23]1[CH:31]=[CH:30][CH:29]=[C:28]([C:32]([F:33])([F:34])[F:35])[C:24]=1[C:25]([N:4]1[C:5]2[C:6](=[N:7][CH:8]=[C:9]([C:11]([O:13][CH3:14])=[O:12])[CH:10]=2)[C:2]([I:1])=[N:3]1)=[O:26]. The yield is 0.780. (3) The reactants are [CH3:1][O:2][C:3]1[CH:12]=[C:11]2[C:6]([C:7](Cl)=[CH:8][CH:9]=[N:10]2)=[CH:5][C:4]=1[C:14]([NH2:16])=[O:15].CS(C)=O.[Cl:21][C:22]1[CH:27]=[C:26]([OH:28])[CH:25]=[CH:24][C:23]=1[NH:29][C:30]([NH:32][CH:33]1[CH2:35][CH2:34]1)=[O:31].CC(C)([O-])C.[K+]. The catalyst is O.CC(C)=O.O. The product is [Cl:21][C:22]1[CH:27]=[C:26]([CH:25]=[CH:24][C:23]=1[NH:29][C:30]([NH:32][CH:33]1[CH2:34][CH2:35]1)=[O:31])[O:28][C:7]1[C:6]2[C:11](=[CH:12][C:3]([O:2][CH3:1])=[C:4]([C:14]([NH2:16])=[O:15])[CH:5]=2)[N:10]=[CH:9][CH:8]=1. The yield is 0.963.